Task: Predict the reactants needed to synthesize the given product.. Dataset: Full USPTO retrosynthesis dataset with 1.9M reactions from patents (1976-2016) (1) Given the product [C:6]([C:10]1[CH:16]=[CH:15][C:14]([N+:17]([O-:19])=[O:18])=[CH:13][C:11]=1[OH:21])([CH3:9])([CH3:8])[CH3:7], predict the reactants needed to synthesize it. The reactants are: OS(O)(=O)=O.[C:6]([C:10]1[CH:16]=[CH:15][C:14]([N+:17]([O-:19])=[O:18])=[CH:13][C:11]=1N)([CH3:9])([CH3:8])[CH3:7].N([O-])=[O:21].[Na+].NC(N)=O. (2) Given the product [Br:30][C:28]1[CH:27]=[CH:26][C:25]([F:31])=[C:24]([C@:21]2([CH3:23])[C@H:20]3[C@:18]([CH2:32][O:33][CH3:34])([CH2:19]3)[S:17][C:16]([NH2:7])=[N:22]2)[CH:29]=1, predict the reactants needed to synthesize it. The reactants are: C(OC(=O)[N:7]([C:16]1[S:17][C@:18]2([CH2:32][O:33][CH3:34])[C@H:20]([C@:21]([C:24]3[CH:29]=[C:28]([Br:30])[CH:27]=[CH:26][C:25]=3[F:31])([CH3:23])[N:22]=1)[CH2:19]2)COCC[Si](C)(C)C)(C)(C)C.S(=O)(=O)(O)O.O.[O-]P([O-])([O-])=O.[K+].[K+].[K+].[OH-].[Na+].